This data is from Full USPTO retrosynthesis dataset with 1.9M reactions from patents (1976-2016). The task is: Predict the reactants needed to synthesize the given product. (1) Given the product [F:16][C:17]([CH:10]([OH:11])[CH2:9][C:8]([C:6]1[CH:7]=[C:2]([F:1])[CH:3]=[CH:4][C:5]=1[O:14][CH3:15])([CH3:12])[CH3:13])=[CH2:18], predict the reactants needed to synthesize it. The reactants are: [F:1][C:2]1[CH:3]=[CH:4][C:5]([O:14][CH3:15])=[C:6]([C:8]([CH3:13])([CH3:12])[CH2:9][CH:10]=[O:11])[CH:7]=1.[F:16][C:17]([Si](C)(C)C1C=CC=CC=1)=[CH2:18].[F-].C([N+](CCCC)(CCCC)CCCC)CCC.[F-].[Cs+]. (2) Given the product [CH3:16][N:11]1[CH:10]=[C:9]2[C:13]([CH:14]=[CH:15][C:7]([B:17]3[O:21][C:20]([CH3:23])([CH3:22])[C:19]([CH3:25])([CH3:24])[O:18]3)=[CH:8]2)=[N:12]1, predict the reactants needed to synthesize it. The reactants are: C([O-])(=O)C.[K+].Br[C:7]1[CH:15]=[CH:14][C:13]2[C:9](=[CH:10][N:11]([CH3:16])[N:12]=2)[CH:8]=1.[B:17]1([B:17]2[O:21][C:20]([CH3:23])([CH3:22])[C:19]([CH3:25])([CH3:24])[O:18]2)[O:21][C:20]([CH3:23])([CH3:22])[C:19]([CH3:25])([CH3:24])[O:18]1.ClCCl. (3) Given the product [CH2:1]([O:3][C:4](=[O:17])[C:5]1[CH:10]=[C:9]([CH2:18][CH3:19])[C:8]([N:12]([CH:14]([CH3:16])[CH3:15])[CH3:13])=[N:7][CH:6]=1)[CH3:2], predict the reactants needed to synthesize it. The reactants are: [CH2:1]([O:3][C:4](=[O:17])[C:5]1[CH:10]=[C:9](Cl)[C:8]([N:12]([CH:14]([CH3:16])[CH3:15])[CH3:13])=[N:7][CH:6]=1)[CH3:2].[CH2:18]([Zn]CC)[CH3:19]. (4) Given the product [Cl:13][C:10]1[S:9][C:8]([C:6]2[N:7]=[C:2]([N:17]3[C:25]4[C:20](=[CH:21][CH:22]=[C:23]([O:26][CH2:27][C:28]([O:30][CH2:31][CH3:32])=[O:29])[CH:24]=4)[CH2:19][CH2:18]3)[C:3]3[CH2:16][S:15][CH2:14][C:4]=3[N:5]=2)=[CH:12][CH:11]=1, predict the reactants needed to synthesize it. The reactants are: Cl[C:2]1[C:3]2[CH2:16][S:15][CH2:14][C:4]=2[N:5]=[C:6]([C:8]2[S:9][C:10]([Cl:13])=[CH:11][CH:12]=2)[N:7]=1.[NH:17]1[C:25]2[C:20](=[CH:21][CH:22]=[C:23]([O:26][CH2:27][C:28]([O:30][CH2:31][CH3:32])=[O:29])[CH:24]=2)[CH2:19][CH2:18]1. (5) Given the product [Cl:23][C:24]1[CH:31]=[CH:30][CH:29]=[CH:28][C:25]=1[CH2:26][N:11]([C:8]1[CH:9]=[CH:10][C:5]([C:3]#[N:4])=[C:6]([C:19]([F:20])([F:21])[F:22])[CH:7]=1)[C@H:12]([C:14]([N:16]([CH3:17])[CH3:18])=[O:15])[CH3:13], predict the reactants needed to synthesize it. The reactants are: [H-].[Na+].[C:3]([C:5]1[CH:10]=[CH:9][C:8]([NH:11][C@H:12]([C:14]([N:16]([CH3:18])[CH3:17])=[O:15])[CH3:13])=[CH:7][C:6]=1[C:19]([F:22])([F:21])[F:20])#[N:4].[Cl:23][C:24]1[CH:31]=[CH:30][CH:29]=[CH:28][C:25]=1[CH2:26]Br. (6) The reactants are: ClC1C=C[C:9]2[NH:8][C:7](=O)[C:6]3=[C:13]([CH2:16][CH2:17][O:18]C)NN=[C:5]3[C:4]=2C=1.O1C=CCCC1.C1(C)C=CC(S(O)(=O)=O)=CC=1.[CH3:37][N:38](C=O)C. Given the product [O:18]1[CH2:17][CH2:16][CH2:13][CH2:6][CH:5]1[C:4]1[CH:9]=[N:8][CH:7]=[CH:37][N:38]=1, predict the reactants needed to synthesize it.